From a dataset of Full USPTO retrosynthesis dataset with 1.9M reactions from patents (1976-2016). Predict the reactants needed to synthesize the given product. (1) Given the product [CH2:1]([O:3][C@H:4]([CH2:10][C:11]1[CH:16]=[CH:15][C:14]([O:17][CH2:18][C:19]([C:21]2[CH:26]=[CH:25][C:24]([CH2:27][CH3:28])=[CH:23][N:22]=2)=[O:20])=[CH:13][CH:12]=1)[C:5]([OH:7])=[O:6])[CH3:2], predict the reactants needed to synthesize it. The reactants are: [CH2:1]([O:3][C@H:4]([CH2:10][C:11]1[CH:16]=[CH:15][C:14]([O:17][CH2:18][C:19]([C:21]2[CH:26]=[CH:25][C:24]([CH2:27][CH3:28])=[CH:23][N:22]=2)=[O:20])=[CH:13][CH:12]=1)[C:5]([O:7]CC)=[O:6])[CH3:2].[OH-].[Li+].O.Cl. (2) Given the product [CH3:1][C:2]([C:10]1[CH:11]=[C:12]([OH:17])[C:13]([C:43]2[CH:42]=[CH:41][CH:40]=[C:39]([CH2:38][OH:37])[CH:44]=2)=[CH:14][CH:15]=1)([CH3:9])[CH2:3][CH2:4][CH2:5][CH2:6][CH2:7][CH3:8], predict the reactants needed to synthesize it. The reactants are: [CH3:1][C:2]([C:10]1[CH:11]=[C:12]([OH:17])[C:13](Br)=[CH:14][CH:15]=1)([CH3:9])[CH2:3][CH2:4][CH2:5][CH2:6][CH2:7][CH3:8].C(=O)([O-])[O-].[Cs+].[Cs+].C1(NC2CCCCC2)CCCCC1.[OH:37][CH2:38][C:39]1[CH:40]=[C:41](B(O)O)[CH:42]=[CH:43][CH:44]=1. (3) Given the product [OH:25][CH:22]1[CH2:23][CH2:24][CH:19]([NH:18][C:14](=[O:16])/[CH:13]=[CH:12]/[C:7]2[CH:8]=[CH:9][CH:10]=[CH:11][C:6]=2[S:5][CH2:4][CH2:3][CH:2]([CH3:1])[CH3:17])[CH2:20][CH2:21]1, predict the reactants needed to synthesize it. The reactants are: [CH3:1][CH:2]([CH3:17])[CH2:3][CH2:4][S:5][C:6]1[CH:11]=[CH:10][CH:9]=[CH:8][C:7]=1/[CH:12]=[CH:13]/[C:14]([OH:16])=O.[NH2:18][CH:19]1[CH2:24][CH2:23][CH:22]([OH:25])[CH2:21][CH2:20]1. (4) Given the product [N+:1]([C:4]1[CH:9]=[C:8]([C:10]2[CH:15]=[CH:14][N:13]=[C:12]([C:16]([F:19])([F:17])[F:18])[CH:11]=2)[CH:7]=[CH:6][C:5]=1[NH:20][C:29](=[O:30])/[CH:28]=[CH:27]/[CH:24]1[CH2:25][CH2:26][O:21][CH2:22][CH2:23]1)([O-:3])=[O:2], predict the reactants needed to synthesize it. The reactants are: [N+:1]([C:4]1[CH:9]=[C:8]([C:10]2[CH:15]=[CH:14][N:13]=[C:12]([C:16]([F:19])([F:18])[F:17])[CH:11]=2)[CH:7]=[CH:6][C:5]=1[NH2:20])([O-:3])=[O:2].[O:21]1[CH2:26][CH2:25][CH:24](/[CH:27]=[CH:28]/[C:29](O)=[O:30])[CH2:23][CH2:22]1. (5) The reactants are: [Cl:1][C:2]1[N:3]=[C:4]2[C:12](=[CH:13][CH:14]=1)[CH:11]=[C:10]1[N:5]2[C@H:6]([CH3:15])[CH2:7][NH:8][CH2:9]1.[C:16](O[C:16]([O:18][C:19]([CH3:22])([CH3:21])[CH3:20])=[O:17])([O:18][C:19]([CH3:22])([CH3:21])[CH3:20])=[O:17]. Given the product [C:19]([O:18][C:16]([N:8]1[CH2:7][C@@H:6]([CH3:15])[N:5]2[C:10](=[CH:11][C:12]3[C:4]2=[N:3][C:2]([Cl:1])=[CH:14][CH:13]=3)[CH2:9]1)=[O:17])([CH3:22])([CH3:21])[CH3:20], predict the reactants needed to synthesize it. (6) Given the product [NH2:1][C:2]1[CH:7]=[CH:6][C:5]2[O:8][CH2:9][C:10]3[C:14]([C:15]([NH2:38])=[O:17])=[N:13][N:12]([C:20]4[CH:28]=[CH:27][C:23]5[O:24][CH2:25][O:26][C:22]=5[CH:21]=4)[C:11]=3[C:4]=2[CH:3]=1, predict the reactants needed to synthesize it. The reactants are: [NH2:1][C:2]1[CH:7]=[CH:6][C:5]2[O:8][CH2:9][C:10]3[C:14]([C:15]([O:17]CC)=O)=[N:13][N:12]([C:20]4[CH:28]=[CH:27][C:23]5[O:24][CH2:25][O:26][C:22]=5[CH:21]=4)[C:11]=3[C:4]=2[CH:3]=1.ClC1[N:38]=CC=CC=1C(Cl)=O.C(O)C(N)(CO)CO. (7) Given the product [F:7][B-:8]([F:11])([F:10])[F:9].[NH2+:1]1[CH2:5][CH2:4][CH2:3][C:2]1=[O:6], predict the reactants needed to synthesize it. The reactants are: [NH:1]1[CH2:5][CH2:4][CH2:3][C:2]1=[O:6].[F:7][B-:8]([F:11])([F:10])[F:9].[H+].